This data is from NCI-60 drug combinations with 297,098 pairs across 59 cell lines. The task is: Regression. Given two drug SMILES strings and cell line genomic features, predict the synergy score measuring deviation from expected non-interaction effect. (1) Drug 1: C1=C(C(=O)NC(=O)N1)N(CCCl)CCCl. Drug 2: C(=O)(N)NO. Cell line: COLO 205. Synergy scores: CSS=45.6, Synergy_ZIP=-3.99, Synergy_Bliss=1.34, Synergy_Loewe=-3.62, Synergy_HSA=4.73. (2) Drug 1: C1CN1C2=NC(=NC(=N2)N3CC3)N4CC4. Drug 2: N.N.Cl[Pt+2]Cl. Cell line: NCI-H322M. Synergy scores: CSS=-0.809, Synergy_ZIP=0.635, Synergy_Bliss=1.49, Synergy_Loewe=1.03, Synergy_HSA=-1.35.